This data is from NCI-60 drug combinations with 297,098 pairs across 59 cell lines. The task is: Regression. Given two drug SMILES strings and cell line genomic features, predict the synergy score measuring deviation from expected non-interaction effect. (1) Drug 1: CC12CCC3C(C1CCC2=O)CC(=C)C4=CC(=O)C=CC34C. Drug 2: CC1C(C(CC(O1)OC2CC(CC3=C2C(=C4C(=C3O)C(=O)C5=CC=CC=C5C4=O)O)(C(=O)C)O)N)O. Cell line: M14. Synergy scores: CSS=43.0, Synergy_ZIP=2.36, Synergy_Bliss=4.79, Synergy_Loewe=-8.48, Synergy_HSA=4.15. (2) Drug 1: COC1=CC(=CC(=C1O)OC)C2C3C(COC3=O)C(C4=CC5=C(C=C24)OCO5)OC6C(C(C7C(O6)COC(O7)C8=CC=CS8)O)O. Drug 2: CN(CCCl)CCCl.Cl. Cell line: MDA-MB-435. Synergy scores: CSS=5.26, Synergy_ZIP=0.557, Synergy_Bliss=2.22, Synergy_Loewe=-7.22, Synergy_HSA=-3.63. (3) Drug 1: COC1=C2C(=CC3=C1OC=C3)C=CC(=O)O2. Drug 2: COCCOC1=C(C=C2C(=C1)C(=NC=N2)NC3=CC=CC(=C3)C#C)OCCOC.Cl. Cell line: SNB-19. Synergy scores: CSS=-1.18, Synergy_ZIP=-0.503, Synergy_Bliss=-3.34, Synergy_Loewe=-9.53, Synergy_HSA=-7.77. (4) Drug 1: CC1=C(N=C(N=C1N)C(CC(=O)N)NCC(C(=O)N)N)C(=O)NC(C(C2=CN=CN2)OC3C(C(C(C(O3)CO)O)O)OC4C(C(C(C(O4)CO)O)OC(=O)N)O)C(=O)NC(C)C(C(C)C(=O)NC(C(C)O)C(=O)NCCC5=NC(=CS5)C6=NC(=CS6)C(=O)NCCC[S+](C)C)O. Drug 2: C1=CC=C(C(=C1)C(C2=CC=C(C=C2)Cl)C(Cl)Cl)Cl. Cell line: OVCAR-4. Synergy scores: CSS=1.32, Synergy_ZIP=0.0668, Synergy_Bliss=4.76, Synergy_Loewe=-9.01, Synergy_HSA=-2.76. (5) Drug 1: CN1CCC(CC1)COC2=C(C=C3C(=C2)N=CN=C3NC4=C(C=C(C=C4)Br)F)OC. Drug 2: CCC1(C2=C(COC1=O)C(=O)N3CC4=CC5=C(C=CC(=C5CN(C)C)O)N=C4C3=C2)O.Cl. Cell line: HS 578T. Synergy scores: CSS=-1.55, Synergy_ZIP=2.44, Synergy_Bliss=6.47, Synergy_Loewe=-10.2, Synergy_HSA=0.0321. (6) Cell line: M14. Synergy scores: CSS=23.8, Synergy_ZIP=4.35, Synergy_Bliss=5.00, Synergy_Loewe=-16.4, Synergy_HSA=1.90. Drug 2: CN(C)N=NC1=C(NC=N1)C(=O)N. Drug 1: C1=CC(=CC=C1CCC2=CNC3=C2C(=O)NC(=N3)N)C(=O)NC(CCC(=O)O)C(=O)O. (7) Drug 2: C1CN(P(=O)(OC1)NCCCl)CCCl. Synergy scores: CSS=5.43, Synergy_ZIP=-0.784, Synergy_Bliss=0.0189, Synergy_Loewe=-3.95, Synergy_HSA=-1.15. Cell line: EKVX. Drug 1: C1CC(C1)(C(=O)O)C(=O)O.[NH2-].[NH2-].[Pt+2].